This data is from Forward reaction prediction with 1.9M reactions from USPTO patents (1976-2016). The task is: Predict the product of the given reaction. (1) Given the reactants [NH2:1][C:2]1[N:7]([CH3:8])[C:6](=[O:9])[C:5]([CH3:11])([CH3:10])[C@:4]([C:13]2[CH:18]=[C:17]([NH2:19])[CH:16]=[CH:15][C:14]=2[F:20])([CH3:12])[N:3]=1.[CH2:21]([O:23][C:24](=[O:34])[CH2:25][CH:26]1[CH2:30][CH2:29][C:28](=O)[C:27]1([CH3:33])[CH3:32])[CH3:22].[B][B][B][B][B][B][B][B][B][B], predict the reaction product. The product is: [CH2:21]([O:23][C:24](=[O:34])[CH2:25][CH:26]1[CH2:30][CH2:29][CH:28]([NH:19][C:17]2[CH:16]=[CH:15][C:14]([F:20])=[C:13]([C@:4]3([CH3:12])[C:5]([CH3:10])([CH3:11])[C:6](=[O:9])[N:7]([CH3:8])[C:2]([NH2:1])=[N:3]3)[CH:18]=2)[C:27]1([CH3:33])[CH3:32])[CH3:22]. (2) Given the reactants [NH2:1][C:2]1[S:3][C:4]([C:11]2[CH:16]=[CH:15][CH:14]=[CH:13][CH:12]=2)=[CH:5][C:6]=1[C:7]([O:9][CH3:10])=[O:8].[O:17]1CCC[CH2:18]1.[C:22]([OH:26])([CH3:25])([CH3:24])[CH3:23], predict the reaction product. The product is: [C:22]([O:26][C:18]([NH:1][C:2]1[S:3][C:4]([C:11]2[CH:16]=[CH:15][CH:14]=[CH:13][CH:12]=2)=[CH:5][C:6]=1[C:7]([O:9][CH3:10])=[O:8])=[O:17])([CH3:25])([CH3:24])[CH3:23]. (3) Given the reactants [Cl:1][C:2]1[CH:3]=[C:4]([OH:12])[C:5]2[N:6]([N:8]=[CH:9][C:10]=2[CH3:11])[CH:7]=1.CS(O[C@H:18]([C@@H:20]1[CH2:24][C:23](=[O:25])[N:22]([C@@H:26]([C:28]2[CH:33]=[CH:32][C:31]([O:34][CH3:35])=[CH:30][CH:29]=2)[CH3:27])[CH2:21]1)[CH3:19])(=O)=O, predict the reaction product. The product is: [Cl:1][C:2]1[CH:3]=[C:4]([O:12][C@@H:18]([C@H:20]2[CH2:21][N:22]([C@@H:26]([C:28]3[CH:29]=[CH:30][C:31]([O:34][CH3:35])=[CH:32][CH:33]=3)[CH3:27])[C:23](=[O:25])[CH2:24]2)[CH3:19])[C:5]2[N:6]([N:8]=[CH:9][C:10]=2[CH3:11])[CH:7]=1. (4) Given the reactants [F:1][C:2]1[CH:7]=[CH:6][C:5]([N:8]2[CH2:13][CH2:12][NH:11][CH2:10][CH2:9]2)=[CH:4][CH:3]=1.C(N(CC)CC)C.Cl[C:22]([O:24][C:25]1[CH:30]=[CH:29][C:28]([N+:31]([O-:33])=[O:32])=[CH:27][CH:26]=1)=[O:23], predict the reaction product. The product is: [N+:31]([C:28]1[CH:27]=[CH:26][C:25]([O:24][C:22]([N:11]2[CH2:12][CH2:13][N:8]([C:5]3[CH:4]=[CH:3][C:2]([F:1])=[CH:7][CH:6]=3)[CH2:9][CH2:10]2)=[O:23])=[CH:30][CH:29]=1)([O-:33])=[O:32]. (5) The product is: [CH3:3][C:4]([O:7][CH2:8][CH2:9][O:10][C:14]1[N:19]=[N:18][C:17]([NH2:20])=[CH:16][CH:15]=1)([CH3:6])[CH3:5]. Given the reactants [H-].[Na+].[CH3:3][C:4]([O:7][CH2:8][CH2:9][OH:10])([CH3:6])[CH3:5].[H][H].Cl[C:14]1[N:19]=[N:18][C:17]([NH2:20])=[CH:16][CH:15]=1.Cl, predict the reaction product. (6) The product is: [F:55][C:49]1[CH:50]=[CH:51][CH:52]=[C:53]([F:54])[C:48]=1[NH:47][C:45]([C@@H:37]1[CH2:38][C:39]2[C:44](=[CH:43][CH:42]=[CH:41][CH:40]=2)[N:36]1[C:34](=[O:35])[C@@H:33]([NH:32][C:68](=[O:69])[C@@H:67]([N:66]([CH3:72])[C:64](=[O:65])[O:63][C:59]([CH3:60])([CH3:62])[CH3:61])[CH3:71])[CH:56]([CH3:58])[CH3:57])=[O:46]. Given the reactants CN(C(ON1N=NC2C=CC=NC1=2)=[N+](C)C)C.F[P-](F)(F)(F)(F)F.FC(F)(F)C(O)=O.[NH2:32][C@@H:33]([CH:56]([CH3:58])[CH3:57])[C:34]([N:36]1[C:44]2[C:39](=[CH:40][CH:41]=[CH:42][CH:43]=2)[CH2:38][C@H:37]1[C:45]([NH:47][C:48]1[C:53]([F:54])=[CH:52][CH:51]=[CH:50][C:49]=1[F:55])=[O:46])=[O:35].[C:59]([O:63][C:64]([N:66]([CH3:72])[C@@H:67]([CH3:71])[C:68](O)=[O:69])=[O:65])([CH3:62])([CH3:61])[CH3:60].C(N(C(C)C)CC)(C)C, predict the reaction product. (7) Given the reactants S1C=CN=C1.C[I:7].[I-].[CH3:9][N+:10]1[C:14]([C:15]2[CH:20]=[CH:19][C:18]([O:21][CH3:22])=[CH:17][CH:16]=2)=[CH:13][S:12][C:11]=1[CH3:23].[I-].S1C=C[NH+]=C1.C(N([C:35]1[CH:42]=[CH:41][C:38]([CH:39]=O)=[CH:37][CH:36]=1)CC)C.[NH:43]1[CH2:48][CH2:47]C[CH2:45][CH2:44]1, predict the reaction product. The product is: [I-:7].[CH2:44]([N:43](/[C:23](/[C:11]1[S:12][CH:13]=[C:14]([C:15]2[CH:20]=[CH:19][C:18]([O:21][CH3:22])=[CH:17][CH:16]=2)[N+:10]=1[CH3:9])=[CH:39]/[C:38]1[CH:37]=[CH:36][CH:35]=[CH:42][CH:41]=1)[CH2:48][CH3:47])[CH3:45]. (8) Given the reactants C([O-])(=[O:3])C.[Nd+3:5].C([O-])(=O)C.C([O-])(=O)C.[CH3:14][CH2:15][CH2:16][CH2:17][CH:18]([CH2:21][O:22][PH:23]([O:25][CH2:26][CH:27]([CH2:30][CH2:31][CH2:32][CH3:33])[CH2:28][CH3:29])=[O:24])[CH2:19][CH3:20], predict the reaction product. The product is: [CH2:19]([CH:18]([CH2:17][CH2:16][CH2:15][CH3:14])[CH2:21][O:22][P:23]([O-:3])([O:25][CH2:26][CH:27]([CH2:28][CH3:29])[CH2:30][CH2:31][CH2:32][CH3:33])=[O:24])[CH3:20].[Nd+:5]. (9) Given the reactants C(OC(C)C)(=O)C.[Si:8]([O:15][C:16]1[C:17]([CH3:26])=[C:18]([CH:23]=[CH:24][CH:25]=1)[C:19]([O:21][CH3:22])=[O:20])([C:11]([CH3:14])([CH3:13])[CH3:12])([CH3:10])[CH3:9].C1(O)C=CC=CC=1.[Br:34]N1C(=O)CCC1=O.N(C(C)(C)C#N)=NC(C)(C)C#N, predict the reaction product. The product is: [Br:34][CH2:26][C:17]1[C:16]([O:15][Si:8]([C:11]([CH3:14])([CH3:13])[CH3:12])([CH3:9])[CH3:10])=[CH:25][CH:24]=[CH:23][C:18]=1[C:19]([O:21][CH3:22])=[O:20].